Dataset: Reaction yield outcomes from USPTO patents with 853,638 reactions. Task: Predict the reaction yield, written as a fraction of the theoretical maximum amount of product (1.0 means a 100% yield; for example, 0.34 means a 34% yield). (1) The reactants are C(O[C:4](=[N:6][C:7](=O)[C:8]1[CH:13]=[CH:12][C:11]([F:14])=[CH:10][CH:9]=1)[CH3:5])C.Cl.[NH:17]([C:19]1[CH:24]=[CH:23][C:22]([S:25]([NH2:28])(=[O:27])=[O:26])=[CH:21][CH:20]=1)[NH2:18].C(N(CC)CC)C.O. The catalyst is ClCCl.CO. The product is [F:14][C:11]1[CH:10]=[CH:9][C:8]([C:7]2[N:17]([C:19]3[CH:20]=[CH:21][C:22]([S:25]([NH2:28])(=[O:27])=[O:26])=[CH:23][CH:24]=3)[N:18]=[C:4]([CH3:5])[N:6]=2)=[CH:13][CH:12]=1. The yield is 0.610. (2) The reactants are [CH2:1]([O:8][C:9]1[CH:18]=[CH:17][C:12]([C:13]([O:15]C)=[O:14])=[CH:11][C:10]=1/[C:19](/[CH3:22])=[CH:20]\[CH3:21])[C:2]1[CH:7]=[CH:6][CH:5]=[CH:4][CH:3]=1.[OH-].[K+]. The product is [CH2:1]([O:8][C:9]1[CH:18]=[CH:17][C:12]([C:13]([OH:15])=[O:14])=[CH:11][C:10]=1/[C:19](/[CH3:22])=[CH:20]\[CH3:21])[C:2]1[CH:3]=[CH:4][CH:5]=[CH:6][CH:7]=1. The catalyst is CO.O. The yield is 0.820. (3) The reactants are [CH3:1][C:2]1[C:6]([CH3:7])=[C:5]([NH:8][C:9](=[O:16])OCC(Cl)(Cl)Cl)[O:4][N:3]=1.Cl.Cl.[F:19][C:20]1[CH:25]=[CH:24][C:23]([F:26])=[CH:22][C:21]=1[C:27]1[CH:32]=[CH:31][N:30]=[C:29]([N:33]2[CH2:38][CH2:37][NH:36][CH2:35][CH2:34]2)[N:28]=1. The catalyst is O1CCCC1.CCCCCC. The product is [CH3:1][C:2]1[C:6]([CH3:7])=[C:5]([NH:8][C:9]([N:36]2[CH2:37][CH2:38][N:33]([C:29]3[N:28]=[C:27]([C:21]4[CH:22]=[C:23]([F:26])[CH:24]=[CH:25][C:20]=4[F:19])[CH:32]=[CH:31][N:30]=3)[CH2:34][CH2:35]2)=[O:16])[O:4][N:3]=1. The yield is 0.860. (4) The reactants are C(OC([N:8]1[CH2:13][CH2:12][NH:11][C@H:10]([CH3:14])[CH2:9]1)=O)(C)(C)C.CCN(CC)CC.[CH3:22][S:23](Cl)(=[O:25])=[O:24]. The catalyst is C(Cl)Cl. The product is [CH3:22][S:23]([N:11]1[CH2:12][CH2:13][NH:8][CH2:9][C@H:10]1[CH3:14])(=[O:25])=[O:24]. The yield is 0.340. (5) The reactants are Br[C:2](Br)=[CH:3][C:4]1[CH:13]=[CH:12][C:7]([C:8]([O:10][CH3:11])=[O:9])=[CH:6][CH:5]=1.CCN(CC)CC.[CH3:22][C:23]([OH:27])([C:25]#[CH:26])C. The product is [OH:27][CH:23]([CH3:22])[C:25]#[C:26][C:2]#[C:3][C:4]1[CH:13]=[CH:12][C:7]([C:8]([O:10][CH3:11])=[O:9])=[CH:6][CH:5]=1. The catalyst is CN(C=O)C.CCOC(C)=O.Cl[Pd](Cl)([P](C1C=CC=CC=1)(C1C=CC=CC=1)C1C=CC=CC=1)[P](C1C=CC=CC=1)(C1C=CC=CC=1)C1C=CC=CC=1. The yield is 0.710. (6) The reactants are [K+].[N:2]1([CH2:8][C:9]([O-:11])=O)[CH2:7][CH2:6][O:5][CH2:4][CH2:3]1.FC(F)(F)C(O)=O.[C:19]1([C:25]2[CH:30]=[C:29]([CH:31]3[CH2:36][CH2:35][NH:34][CH2:33][CH2:32]3)[CH:28]=[CH:27][C:26]=2[NH:37][C:38]([C:40]2[NH:41][CH:42]=[C:43]([C:45]#[N:46])[N:44]=2)=[O:39])[CH2:24][CH2:23][CH2:22][CH2:21][CH:20]=1.C1CN([P+](Br)(N2CCCC2)N2CCCC2)CC1.F[P-](F)(F)(F)(F)F.CCN(C(C)C)C(C)C. The catalyst is C(Cl)Cl. The product is [C:19]1([C:25]2[CH:30]=[C:29]([CH:31]3[CH2:32][CH2:33][N:34]([C:9](=[O:11])[CH2:8][N:2]4[CH2:3][CH2:4][O:5][CH2:6][CH2:7]4)[CH2:35][CH2:36]3)[CH:28]=[CH:27][C:26]=2[NH:37][C:38]([C:40]2[NH:41][CH:42]=[C:43]([C:45]#[N:46])[N:44]=2)=[O:39])[CH2:24][CH2:23][CH2:22][CH2:21][CH:20]=1. The yield is 0.120. (7) The reactants are CO[C:3]([O:6][CH3:7])([CH3:5])[CH3:4].OC[C@@H:10]1[NH:14][C:13](=[O:15])[CH2:12][CH2:11]1. The catalyst is C1(C)C=CC=CC=1.O.C1(C)C=CC(S(O)(=O)=O)=CC=1. The product is [CH3:5][C:3]1([CH3:4])[N:14]2[C:13](=[O:15])[CH2:12][CH2:11][C@@H:10]2[CH2:7][O:6]1. The yield is 1.00.